Dataset: Reaction yield outcomes from USPTO patents with 853,638 reactions. Task: Predict the reaction yield, written as a fraction of the theoretical maximum amount of product (1.0 means a 100% yield; for example, 0.34 means a 34% yield). (1) The reactants are [CH3:1][C:2]1[NH:3][C:4]2[C:9]([CH:10]=1)=[CH:8][C:7]([N+:11]([O-:13])=[O:12])=[CH:6][CH:5]=2.C(=O)([O-])[O-].[K+].[K+].[Cl:20][C:21]1[CH:28]=[CH:27][C:24]([CH2:25]Cl)=[CH:23][CH:22]=1. The catalyst is C(#N)C.O. The product is [Cl:20][C:21]1[CH:28]=[CH:27][C:24]([CH2:25][N:3]2[C:4]3[C:9](=[CH:8][C:7]([N+:11]([O-:13])=[O:12])=[CH:6][CH:5]=3)[CH:10]=[C:2]2[CH3:1])=[CH:23][CH:22]=1. The yield is 0.880. (2) The reactants are Cl[C:2]1[CH:3]=[C:4]([NH:10][C:11]2[CH:16]=[CH:15][C:14]([O:17][C:18]([CH3:22])([CH3:21])[CH2:19][OH:20])=[CH:13][N:12]=2)[C:5](=[O:9])[N:6]([CH3:8])[N:7]=1.B1(B2OC(C)(C)C(C)(C)O2)OC(C)(C)C(C)(C)O1.CC([O-])=O.[K+].CC(C1C=C(C(C)C)C(C2C=CC=CC=2P(C2CCCCC2)C2CCCCC2)=C(C(C)C)C=1)C.Br[C:81]1[C:82]([CH:104]=[O:105])=[C:83]([N:87]2[CH:96]=[CH:95][C:94]3[C:89](=[C:90]([F:102])[CH:91]=[C:92]([C:97]([CH3:101])([CH3:100])[C:98]#[N:99])[CH:93]=3)[C:88]2=[O:103])[CH:84]=[CH:85][CH:86]=1.C([O-])([O-])=O.[K+].[K+]. The catalyst is O1CCOCC1.CC([O-])=O.CC([O-])=O.[Pd+2].C1C=CC(/C=C/C(/C=C/C2C=CC=CC=2)=O)=CC=1.C1C=CC(/C=C/C(/C=C/C2C=CC=CC=2)=O)=CC=1.[Pd].CCCCO.O. The product is [F:102][C:90]1[CH:91]=[C:92]([C:97]([CH3:101])([CH3:100])[C:98]#[N:99])[CH:93]=[C:94]2[C:89]=1[C:88](=[O:103])[N:87]([C:83]1[CH:84]=[CH:85][CH:86]=[C:81]([C:2]3[CH:3]=[C:4]([NH:10][C:11]4[CH:16]=[CH:15][C:14]([O:17][C:18]([CH3:22])([CH3:21])[CH2:19][OH:20])=[CH:13][N:12]=4)[C:5](=[O:9])[N:6]([CH3:8])[N:7]=3)[C:82]=1[CH:104]=[O:105])[CH:96]=[CH:95]2. The yield is 0.574. (3) The reactants are [CH3:1][C:2]1[N:6]([CH3:7])[C:5]2[CH:8]=[C:9]([C:22](O)=[O:23])[C:10]3[CH2:11][CH2:12][CH:13]([C:16]4[CH:21]=[CH:20][CH:19]=[CH:18][CH:17]=4)[O:14][C:15]=3[C:4]=2[N:3]=1.F[B-](F)(F)F.[N:30]1(OC(N(C)C)=[N+](C)C)C2C=CC=CC=2N=N1.N. The catalyst is ClCCl. The product is [CH3:1][C:2]1[N:6]([CH3:7])[C:5]2[CH:8]=[C:9]([C:22]([NH2:30])=[O:23])[C:10]3[CH2:11][CH2:12][CH:13]([C:16]4[CH:17]=[CH:18][CH:19]=[CH:20][CH:21]=4)[O:14][C:15]=3[C:4]=2[N:3]=1. The yield is 0.480. (4) The reactants are [NH2:1][C:2]1[CH:7]=[C:6]([Cl:8])[CH:5]=[CH:4][C:3]=1[S:9][CH2:10][CH2:11][C:12]([O:14][CH3:15])=[O:13].[O:16]1[C:20]2[CH:21]=[CH:22][CH:23]=[CH:24][C:19]=2[CH:18]=[C:17]1[S:25](Cl)(=[O:27])=[O:26]. The catalyst is N1C=CC=CC=1.CCOC(C)=O. The product is [O:16]1[C:20]2[CH:21]=[CH:22][CH:23]=[CH:24][C:19]=2[CH:18]=[C:17]1[S:25]([NH:1][C:2]1[CH:7]=[C:6]([Cl:8])[CH:5]=[CH:4][C:3]=1[S:9][CH2:10][CH2:11][C:12]([O:14][CH3:15])=[O:13])(=[O:27])=[O:26]. The yield is 0.520.